This data is from Reaction yield outcomes from USPTO patents with 853,638 reactions. The task is: Predict the reaction yield, written as a fraction of the theoretical maximum amount of product (1.0 means a 100% yield; for example, 0.34 means a 34% yield). (1) The reactants are [CH3:1][C:2]1[CH:3]=[C:4]([NH:16][C:17]2[C:26]3[C:25]([OH:27])=[CH:24][CH:23]=[CH:22][C:21]=3[N:20]=[CH:19][N:18]=2)[CH:5]=[CH:6][C:7]=1[O:8][CH2:9][C:10]1[CH:15]=[CH:14][CH:13]=[CH:12][N:11]=1.C(=O)([O-])[O-].[Cs+].[Cs+].[H-].[Na+].Br[C:37]([CH3:42])([CH3:41])[C:38]([NH2:40])=[O:39].[Cl-].[NH4+]. The catalyst is O1CCOCC1. The product is [CH3:41][C:37]([O:27][C:25]1[CH:24]=[CH:23][CH:22]=[C:21]2[C:26]=1[C:17]([NH:16][C:4]1[CH:5]=[CH:6][C:7]([O:8][CH2:9][C:10]3[CH:15]=[CH:14][CH:13]=[CH:12][N:11]=3)=[C:2]([CH3:1])[CH:3]=1)=[N:18][CH:19]=[N:20]2)([CH3:42])[C:38]([NH2:40])=[O:39]. The yield is 0.220. (2) The product is [N:18]1[C:17]2[CH:16]=[CH:15][N:14]=[CH:13][C:12]=2[O:11][C:10]=1[C:6]1[CH:5]=[C:4]([NH2:1])[CH:9]=[CH:8][CH:7]=1. The reactants are [N+:1]([C:4]1[CH:5]=[C:6]([C:10]2[O:11][C:12]3[CH:13]=[N:14][CH:15]=[CH:16][C:17]=3[N:18]=2)[CH:7]=[CH:8][CH:9]=1)([O-])=O.[NH4+].[Cl-]. The catalyst is CO.O.[Fe]. The yield is 0.310. (3) The reactants are Cl[C:2](Cl)([O:4]C(=O)OC(Cl)(Cl)Cl)Cl.[CH3:13][O:14][C:15]([C@H:17]1[CH2:22][CH2:21][C@H:20]([CH2:23][NH:24][C:25]2[CH:30]=[C:29]([O:31][CH3:32])[C:28]([F:33])=[CH:27][C:26]=2[NH2:34])[CH2:19][CH2:18]1)=[O:16].O. The catalyst is C1COCC1. The product is [CH3:13][O:14][C:15]([C@H:17]1[CH2:22][CH2:21][C@H:20]([CH2:23][N:24]2[C:25]3[CH:30]=[C:29]([O:31][CH3:32])[C:28]([F:33])=[CH:27][C:26]=3[NH:34][C:2]2=[O:4])[CH2:19][CH2:18]1)=[O:16]. The yield is 0.970. (4) The reactants are Cl[C:2]1[C:3]([O:16][CH2:17][CH2:18][CH:19]2[CH2:24][CH2:23][C:22]([F:26])([F:25])[CH2:21][CH2:20]2)=[CH:4][C:5]([F:15])=[C:6]([CH:14]=1)[C:7]([O:9][C:10]([CH3:13])([CH3:12])[CH3:11])=[O:8].[CH:27]1(B(O)O)[CH2:29][CH2:28]1.F[B-](F)(F)F.C1(P(C2CCCCC2)C2CCCCC2)CCCCC1.[O-]P([O-])([O-])=O.[K+].[K+].[K+]. The catalyst is C1(C)C=CC=CC=1.O.C([O-])(=O)C.[Pd+2].C([O-])(=O)C. The product is [CH:27]1([C:2]2[C:3]([O:16][CH2:17][CH2:18][CH:19]3[CH2:24][CH2:23][C:22]([F:26])([F:25])[CH2:21][CH2:20]3)=[CH:4][C:5]([F:15])=[C:6]([CH:14]=2)[C:7]([O:9][C:10]([CH3:13])([CH3:12])[CH3:11])=[O:8])[CH2:29][CH2:28]1. The yield is 0.250. (5) The reactants are [I:1][C:2]1[C:6]([C:7]([O:9][CH2:10][CH3:11])=[O:8])=[CH:5][NH:4][N:3]=1.[O:12]1[CH:17]=[CH:16][CH2:15][CH2:14][CH2:13]1.CC1C=CC(S(O)(=O)=O)=CC=1. The catalyst is C1COCC1. The product is [I:1][C:2]1[C:6]([C:7]([O:9][CH2:10][CH3:11])=[O:8])=[CH:5][N:4]([CH:13]2[CH2:14][CH2:15][CH2:16][CH2:17][O:12]2)[N:3]=1. The yield is 0.910. (6) The product is [Cl:19][C:20]1[C:21]([C:2]2[CH:9]=[CH:8][C:5]([C:6]#[N:7])=[C:4]([NH:10][CH2:11][C:12]3[CH:17]=[CH:16][CH:15]=[C:14]([F:18])[CH:13]=3)[N:3]=2)=[CH:22][C:23]([F:26])=[N:24][CH:25]=1. The catalyst is COCCOC.C1C=CC(P(C2C=CC=CC=2)[C-]2C=CC=C2)=CC=1.C1C=CC(P(C2C=CC=CC=2)[C-]2C=CC=C2)=CC=1.Cl[Pd]Cl.[Fe+2].C(Cl)Cl. The yield is 0.330. The reactants are Cl[C:2]1[CH:9]=[CH:8][C:5]([C:6]#[N:7])=[C:4]([NH:10][CH2:11][C:12]2[CH:17]=[CH:16][CH:15]=[C:14]([F:18])[CH:13]=2)[N:3]=1.[Cl:19][C:20]1[C:21](B(O)O)=[CH:22][C:23]([F:26])=[N:24][CH:25]=1.C(=O)([O-])[O-].[Na+].[Na+]. (7) The reactants are [CH3:1][O:2][C:3]1[CH:4]=[C:5]2[C:9](=[CH:10][CH:11]=1)[NH:8][CH:7]=[CH:6]2.[CH2:12]1N2CCN(CC2)C1.CN(C=O)C. The catalyst is CCOC(C)=O.O. The product is [CH3:1][O:2][C:3]1[CH:4]=[C:5]2[C:9](=[CH:10][CH:11]=1)[N:8]([CH3:12])[CH:7]=[CH:6]2. The yield is 0.970.